Dataset: NCI-60 drug combinations with 297,098 pairs across 59 cell lines. Task: Regression. Given two drug SMILES strings and cell line genomic features, predict the synergy score measuring deviation from expected non-interaction effect. (1) Drug 1: CCC1=C2CN3C(=CC4=C(C3=O)COC(=O)C4(CC)O)C2=NC5=C1C=C(C=C5)O. Drug 2: CS(=O)(=O)OCCCCOS(=O)(=O)C. Cell line: SF-268. Synergy scores: CSS=37.7, Synergy_ZIP=-8.41, Synergy_Bliss=-3.27, Synergy_Loewe=-56.9, Synergy_HSA=-2.50. (2) Drug 1: CC1C(C(=O)NC(C(=O)N2CCCC2C(=O)N(CC(=O)N(C(C(=O)O1)C(C)C)C)C)C(C)C)NC(=O)C3=C4C(=C(C=C3)C)OC5=C(C(=O)C(=C(C5=N4)C(=O)NC6C(OC(=O)C(N(C(=O)CN(C(=O)C7CCCN7C(=O)C(NC6=O)C(C)C)C)C)C(C)C)C)N)C. Drug 2: CC12CCC3C(C1CCC2O)C(CC4=C3C=CC(=C4)O)CCCCCCCCCS(=O)CCCC(C(F)(F)F)(F)F. Cell line: SNB-75. Synergy scores: CSS=14.8, Synergy_ZIP=17.0, Synergy_Bliss=17.7, Synergy_Loewe=11.1, Synergy_HSA=17.0. (3) Drug 1: CN(CC1=CN=C2C(=N1)C(=NC(=N2)N)N)C3=CC=C(C=C3)C(=O)NC(CCC(=O)O)C(=O)O. Drug 2: C(CCl)NC(=O)N(CCCl)N=O. Cell line: HOP-62. Synergy scores: CSS=17.1, Synergy_ZIP=-8.98, Synergy_Bliss=-3.58, Synergy_Loewe=-24.5, Synergy_HSA=-4.83. (4) Drug 1: C1C(C(OC1N2C=C(C(=O)NC2=O)F)CO)O. Drug 2: CC1=C2C(C(=O)C3(C(CC4C(C3C(C(C2(C)C)(CC1OC(=O)C(C(C5=CC=CC=C5)NC(=O)OC(C)(C)C)O)O)OC(=O)C6=CC=CC=C6)(CO4)OC(=O)C)O)C)O. Cell line: K-562. Synergy scores: CSS=10.5, Synergy_ZIP=-0.464, Synergy_Bliss=6.38, Synergy_Loewe=-11.7, Synergy_HSA=-1.16.